From a dataset of Full USPTO retrosynthesis dataset with 1.9M reactions from patents (1976-2016). Predict the reactants needed to synthesize the given product. (1) Given the product [Cl:16][C:17]1[CH:18]=[C:19]([C:20](=[NH:21])[NH:9][C:8]2[CH:10]=[CH:11][C:5]([S:2]([CH3:1])(=[O:3])=[O:4])=[CH:6][CH:7]=2)[CH:22]=[CH:23][C:24]=1[CH3:25], predict the reactants needed to synthesize it. The reactants are: [CH3:1][S:2]([C:5]1[CH:11]=[CH:10][C:8]([NH2:9])=[CH:7][CH:6]=1)(=[O:4])=[O:3].C[Al](C)C.[Cl:16][C:17]1[CH:18]=[C:19]([CH:22]=[CH:23][C:24]=1[CH3:25])[C:20]#[N:21]. (2) Given the product [OH:85][C:84]([C:20]([F:23])([F:22])[F:21])=[O:87].[OH:85][CH:41]1[CH2:40][CH2:39][CH:38]([C:2]2[CH:3]=[CH:4][C:5]([NH:13][C:14]3[C:19]([C:20]([F:22])([F:21])[F:23])=[CH:18][N:17]=[C:16]([NH:24][C:25]4[CH:26]=[CH:27][C:28]([CH2:29][CH2:30][PH:31](=[O:35])[O:32][CH2:33][CH3:34])=[CH:36][CH:37]=4)[N:15]=3)=[C:6]3[C:10]=2[CH2:9][N:8]([CH3:11])[C:7]3=[O:12])[CH2:43][CH2:42]1, predict the reactants needed to synthesize it. The reactants are: Br[C:2]1[CH:3]=[CH:4][C:5]([NH:13][C:14]2[C:19]([C:20]([F:23])([F:22])[F:21])=[CH:18][N:17]=[C:16]([NH:24][C:25]3[CH:37]=[CH:36][C:28]([CH2:29][CH2:30][PH:31](=[O:35])[O:32][CH2:33][CH3:34])=[CH:27][CH:26]=3)[N:15]=2)=[C:6]2[C:10]=1[CH2:9][N:8]([CH3:11])[C:7]2=[O:12].[CH:38]1[CH:39]=[CH:40][C:41](P([C:38]2[C:43]([C:38]3[C:43](P([C:38]4[CH:43]=[CH:42][CH:41]=[CH:40][CH:39]=4)[C:38]4[CH:43]=[CH:42][CH:41]=[CH:40][CH:39]=4)=[CH:42][CH:41]=[C:40]4[C:39]=3C=CC=C4)=[C:42]3[C:41](C=CC=C3)=[CH:40][CH:39]=2)[C:38]2[CH:43]=[CH:42][CH:41]=[CH:40][CH:39]=2)=[CH:42][CH:43]=1.[C:84](=[O:87])([O-])[O-:85].[Cs+].[Cs+]. (3) Given the product [CH3:3][C:4]1([CH3:17])[CH2:5][CH2:6][C:7]([CH3:16])([CH3:15])[C:8]2[CH:9]=[C:10]([C:14]([OH:18])=[O:1])[CH:11]=[CH:12][C:13]1=2, predict the reactants needed to synthesize it. The reactants are: [OH-:1].[Na+].[CH3:3][C:4]1([CH3:17])[C:13]2[CH:8]([CH2:9][C:10]([CH3:14])=[CH:11][CH:12]=2)[C:7]([CH3:16])([CH3:15])[CH2:6][CH2:5]1.[O-:18][Mn](=O)(=O)=O.[K+].Cl.